From a dataset of Reaction yield outcomes from USPTO patents with 853,638 reactions. Predict the reaction yield, written as a fraction of the theoretical maximum amount of product (1.0 means a 100% yield; for example, 0.34 means a 34% yield). (1) The reactants are C(OC([N:8]1[CH2:13][CH2:12][CH:11]([N:14]2[C:23]3[C:18](=[CH:19][C:20]([Cl:24])=[CH:21][CH:22]=3)[CH2:17][CH2:16][C:15]2=[O:25])[CH2:10][CH2:9]1)=O)(C)(C)C.C(O)(C(F)(F)F)=O.C(Cl)Cl. No catalyst specified. The product is [Cl:24][C:20]1[CH:19]=[C:18]2[C:23](=[CH:22][CH:21]=1)[N:14]([CH:11]1[CH2:10][CH2:9][NH:8][CH2:13][CH2:12]1)[C:15](=[O:25])[CH2:16][CH2:17]2. The yield is 0.930. (2) The reactants are C([O:3][C:4](=[O:38])[CH2:5][CH2:6][NH:7][C:8]([C:10]1[N:15]=[CH:14][C:13]([NH:16][CH:17]([C:22]2[CH:27]=[CH:26][C:25]([C:28]3[CH:33]=[CH:32][C:31]([C:34]([F:37])([F:36])[F:35])=[CH:30][CH:29]=3)=[CH:24][CH:23]=2)[CH2:18][CH:19]([CH3:21])[CH3:20])=[CH:12][N:11]=1)=[O:9])C.FC(F)(F)C1C=CC(C2N=CC(NC(C3C=CC(C(NCCC(O)=O)=O)=CC=3)CCC)=CN=2)=CC=1.[OH-].[Na+].Cl. The catalyst is O1CCCC1.CO. The product is [CH3:20][CH:19]([CH3:21])[CH2:18][CH:17]([NH:16][C:13]1[CH:12]=[N:11][C:10]([C:8]([NH:7][CH2:6][CH2:5][C:4]([OH:38])=[O:3])=[O:9])=[N:15][CH:14]=1)[C:22]1[CH:27]=[CH:26][C:25]([C:28]2[CH:29]=[CH:30][C:31]([C:34]([F:36])([F:35])[F:37])=[CH:32][CH:33]=2)=[CH:24][CH:23]=1. The yield is 0.780. (3) The reactants are [F:1][C:2]1([CH3:16])[C:7](=[O:8])[CH2:6][CH2:5][N:4]([C:9]([O:11][C:12]([CH3:15])([CH3:14])[CH3:13])=[O:10])[CH2:3]1.[BH4-].[Na+]. The catalyst is CO. The product is [F:1][C:2]1([CH3:16])[CH:7]([OH:8])[CH2:6][CH2:5][N:4]([C:9]([O:11][C:12]([CH3:15])([CH3:14])[CH3:13])=[O:10])[CH2:3]1. The yield is 0.800. (4) The reactants are [CH3:1][C:2]1[CH:8]=[CH:7][CH:6]=[CH:5][C:3]=1[NH2:4].[N:9]([O-])=O.[Na+].C([O-])(=O)C.[Na+].[C:18]([CH2:21][C:22](=[O:24])[CH3:23])(=[O:20])[CH3:19]. The catalyst is C(O)(=O)C.Cl.O.C(O)C. The product is [CH3:1][C:2]1[CH:8]=[CH:7][CH:6]=[CH:5][C:3]=1[NH:4][N:9]=[C:21]([C:22](=[O:24])[CH3:23])[C:18](=[O:20])[CH3:19]. The yield is 0.490. (5) The reactants are [Cl:1][C:2]1[CH:3]=[C:4]([NH:17][C:18]2[C:19]3[C:26]4[CH:27]=[CH:28][C:29](/[CH:31]=[CH:32]/[C:33](OC)=[O:34])=[CH:30][C:25]=4[S:24][C:20]=3[N:21]=[CH:22][N:23]=2)[CH:5]=[CH:6][C:7]=1[O:8][CH2:9][C:10]1[CH:15]=[CH:14][CH:13]=[C:12]([F:16])[CH:11]=1.[H-].C([Al+]CC(C)C)C(C)C.[C@H](O)(C([O-])=O)[C@@H](O)C([O-])=O.[Na+].[K+].CCOC(C)=O. The catalyst is C1COCC1. The product is [Cl:1][C:2]1[CH:3]=[C:4]([NH:17][C:18]2[C:19]3[C:26]4[CH:27]=[CH:28][C:29](/[CH:31]=[CH:32]/[CH2:33][OH:34])=[CH:30][C:25]=4[S:24][C:20]=3[N:21]=[CH:22][N:23]=2)[CH:5]=[CH:6][C:7]=1[O:8][CH2:9][C:10]1[CH:15]=[CH:14][CH:13]=[C:12]([F:16])[CH:11]=1. The yield is 0.670. (6) The reactants are [CH3:1][C:2]1[CH:7]=[CH:6][C:5]([S:8]([NH:11][C:12]([O:14][CH2:15][CH2:16][C:17]2[CH:22]=[CH:21][C:20](B(O)O)=[CH:19][CH:18]=2)=[O:13])(=[O:10])=[O:9])=[CH:4][CH:3]=1.[CH3:26][C:27]1[C:31]([C:32]2[CH:37]=[CH:36][CH:35]=[CH:34][CH:33]=2)=[CH:30][NH:29][N:28]=1.C(N(CC)CC)C. The catalyst is C([O-])(=O)C.[Cu+2].C([O-])(=O)C.ClCCl. The product is [CH3:1][C:2]1[CH:7]=[CH:6][C:5]([S:8]([NH:11][C:12](=[O:13])[O:14][CH2:15][CH2:16][C:17]2[CH:22]=[CH:21][C:20]([N:29]3[CH:30]=[C:31]([C:32]4[CH:37]=[CH:36][CH:35]=[CH:34][CH:33]=4)[C:27]([CH3:26])=[N:28]3)=[CH:19][CH:18]=2)(=[O:10])=[O:9])=[CH:4][CH:3]=1. The yield is 0.210.